The task is: Binary Classification. Given a drug SMILES string, predict its activity (active/inactive) in a high-throughput screening assay against a specified biological target.. This data is from Cav3 T-type calcium channel HTS with 100,875 compounds. (1) The compound is Oc1ccc(N2CCN(CC2)C(c2n(nnn2)Cc2ccc(OC)cc2)c2cccnc2)cc1. The result is 0 (inactive). (2) The compound is o1c2c(c(=O)cc1/C=C\c1ccccc1)cccc2. The result is 0 (inactive). (3) The molecule is o1[n+]([O-])c2CCCNC(=O)c2n1. The result is 0 (inactive). (4) The compound is o1c(C(=O)NC(NC(=O)c2occc2)c2ccccc2)ccc1. The result is 0 (inactive). (5) The molecule is o1c(C(=O)c2c3c(n(c2)CC(=O)Nc2cc(ccc2)C)cccc3)ccc1. The result is 0 (inactive). (6) The compound is O1CCN(C(=O)N2CCN(CC2)C(=O)N2CCCCCC2)CC1. The result is 0 (inactive).